This data is from Catalyst prediction with 721,799 reactions and 888 catalyst types from USPTO. The task is: Predict which catalyst facilitates the given reaction. Reactant: [F:1][C:2]1[CH:7]=[CH:6][C:5]([CH:8]([C:19]2[CH:24]=[CH:23][C:22]([F:25])=[CH:21][CH:20]=2)[C:9](=O)[CH2:10][CH:11](O)[C:12](OCC)=[O:13])=[CH:4][CH:3]=1.O.[NH2:27][NH2:28]. Product: [F:1][C:2]1[CH:7]=[CH:6][C:5]([CH:8]([C:19]2[CH:24]=[CH:23][C:22]([F:25])=[CH:21][CH:20]=2)[C:9]2[CH:10]=[CH:11][C:12](=[O:13])[NH:27][N:28]=2)=[CH:4][CH:3]=1. The catalyst class is: 51.